Task: Predict the reactants needed to synthesize the given product.. Dataset: Full USPTO retrosynthesis dataset with 1.9M reactions from patents (1976-2016) (1) Given the product [C:1]([O:5][C:6]([N:8]([CH2:21][CH:22]1[CH:27]([C:28]2[CH:33]=[CH:32][CH:31]=[CH:30][C:29]=2[F:34])[CH2:26][CH2:25][N:24]([C:35]([NH:37][C:38]2[CH:47]=[CH:46][C:41]([C:42]([OH:44])=[O:43])=[CH:40][C:39]=2[Cl:48])=[O:36])[CH2:23]1)[C@@H:9]([C:11]1[C:20]2[C:15](=[CH:16][CH:17]=[CH:18][CH:19]=2)[CH:14]=[CH:13][CH:12]=1)[CH3:10])=[O:7])([CH3:2])([CH3:3])[CH3:4], predict the reactants needed to synthesize it. The reactants are: [C:1]([O:5][C:6]([N:8]([CH2:21][CH:22]1[CH:27]([C:28]2[CH:33]=[CH:32][CH:31]=[CH:30][C:29]=2[F:34])[CH2:26][CH2:25][N:24]([C:35]([NH:37][C:38]2[CH:47]=[CH:46][C:41]([C:42]([O:44]C)=[O:43])=[CH:40][C:39]=2[Cl:48])=[O:36])[CH2:23]1)[C@@H:9]([C:11]1[C:20]2[C:15](=[CH:16][CH:17]=[CH:18][CH:19]=2)[CH:14]=[CH:13][CH:12]=1)[CH3:10])=[O:7])([CH3:4])([CH3:3])[CH3:2].C1COCC1.[OH-].[Na+].Cl. (2) Given the product [CH2:1]([O:3][C:4](=[O:22])[CH2:5][N:6]([CH2:7][CH2:8][NH:9][S:10]([C:13]1[S:14][C:15]2[CH:21]=[CH:20][CH:19]=[CH:18][C:16]=2[N:17]=1)(=[O:12])=[O:11])[C:44](=[O:45])[CH2:43][N:38]1[CH:37]=[N:36][C:35]2[C:39]1=[N:40][CH:41]=[N:42][C:34]=2[NH:33][C:31]([O:30][CH2:29][C:28]1[CH:47]=[CH:48][C:25]([O:24][CH3:23])=[CH:26][CH:27]=1)=[O:32])[CH3:2], predict the reactants needed to synthesize it. The reactants are: [CH2:1]([O:3][C:4](=[O:22])[CH2:5][NH:6][CH2:7][CH2:8][NH:9][S:10]([C:13]1[S:14][C:15]2[CH:21]=[CH:20][CH:19]=[CH:18][C:16]=2[N:17]=1)(=[O:12])=[O:11])[CH3:2].[CH3:23][O:24][C:25]1[CH:48]=[CH:47][C:28]([CH2:29][O:30][C:31]([NH:33][C:34]2[N:42]=[CH:41][N:40]=[C:39]3[C:35]=2[N:36]=[CH:37][N:38]3[CH2:43][C:44](O)=[O:45])=[O:32])=[CH:27][CH:26]=1.CN(C(ON1N=NC2C=CC=CC1=2)=[N+](C)C)C.F[P-](F)(F)(F)(F)F.C(N(C(C)C)CC)(C)C.Cl.